This data is from Forward reaction prediction with 1.9M reactions from USPTO patents (1976-2016). The task is: Predict the product of the given reaction. (1) Given the reactants [Li+].C[Si]([N-][Si](C)(C)C)(C)C.[CH2:11]([N:18]1[C@@H:22]([CH2:23][CH2:24][C:25]([O:27][CH3:28])=[O:26])[CH2:21][CH2:20][C@H:19]1[C:29]([O:31]C)=O)[C:12]1[CH:17]=[CH:16][CH:15]=[CH:14][CH:13]=1.CCOC(C)=O.P([O-])([O-])([O-])=O, predict the reaction product. The product is: [CH2:11]([N:18]1[CH:22]2[CH2:21][CH2:20][CH:19]1[C:29]([OH:31])=[C:24]([C:25]([O:27][CH3:28])=[O:26])[CH2:23]2)[C:12]1[CH:13]=[CH:14][CH:15]=[CH:16][CH:17]=1. (2) Given the reactants [C:1]1([C:5]2[N:13]([CH2:14][C@H:15]3[CH2:20][CH2:19][C@H:18]([CH3:21])[CH2:17][CH2:16]3)[C:12]3[C:7](=[N:8][C:9]([C:29]#[N:30])=[N:10][C:11]=3[NH:22][C@@H:23]([CH:25]3[CH2:28][CH2:27][CH2:26]3)[CH3:24])[N:6]=2)[CH2:4][CH2:3][CH:2]=1, predict the reaction product. The product is: [CH:1]1([C:5]2[N:13]([CH2:14][C@H:15]3[CH2:20][CH2:19][C@H:18]([CH3:21])[CH2:17][CH2:16]3)[C:12]3[C:7](=[N:8][C:9]([C:29]#[N:30])=[N:10][C:11]=3[NH:22][C@@H:23]([CH:25]3[CH2:28][CH2:27][CH2:26]3)[CH3:24])[N:6]=2)[CH2:2][CH2:3][CH2:4]1. (3) Given the reactants [CH:1]1([CH2:4][O:5][C:6]2[N:11]=[C:10]([C:12]([NH:14][C:15]3([CH2:19][C:20]([O:22]C)=[O:21])[CH2:18][S:17][CH2:16]3)=[O:13])[CH:9]=[CH:8][C:7]=2[C:24]([F:27])([F:26])[F:25])[CH2:3][CH2:2]1.O.[OH-].[Li+], predict the reaction product. The product is: [CH:1]1([CH2:4][O:5][C:6]2[N:11]=[C:10]([C:12]([NH:14][C:15]3([CH2:19][C:20]([OH:22])=[O:21])[CH2:18][S:17][CH2:16]3)=[O:13])[CH:9]=[CH:8][C:7]=2[C:24]([F:26])([F:27])[F:25])[CH2:3][CH2:2]1. (4) Given the reactants [CH:1]1([CH2:7][O:8][C:9]2[N:14]=[N:13][C:12]([C:15]3[CH:56]=[CH:55][C:18]([CH2:19][C:20]4[N:21]([C:33]5[CH:34]=[C:35]([N:39]6[S:43](=[O:45])(=[O:44])[N:42](COCC[Si](C)(C)C)[C:41](=[O:54])[CH2:40]6)[CH:36]=[CH:37][CH:38]=5)[CH:22]=[C:23]([C:25]5[CH:30]=[CH:29][C:28]([Cl:31])=[CH:27][C:26]=5[Cl:32])[N:24]=4)=[CH:17][CH:16]=3)=[CH:11][CH:10]=2)[CH2:6][CH2:5][CH2:4][CH2:3][CH2:2]1.[F-].C([N+](CCCC)(CCCC)CCCC)CCC, predict the reaction product. The product is: [CH:1]1([CH2:7][O:8][C:9]2[N:14]=[N:13][C:12]([C:15]3[CH:56]=[CH:55][C:18]([CH2:19][C:20]4[N:21]([C:33]5[CH:34]=[C:35]([N:39]6[S:43](=[O:44])(=[O:45])[NH:42][C:41](=[O:54])[CH2:40]6)[CH:36]=[CH:37][CH:38]=5)[CH:22]=[C:23]([C:25]5[CH:30]=[CH:29][C:28]([Cl:31])=[CH:27][C:26]=5[Cl:32])[N:24]=4)=[CH:17][CH:16]=3)=[CH:11][CH:10]=2)[CH2:6][CH2:5][CH2:4][CH2:3][CH2:2]1. (5) Given the reactants [C:1]([OH:7])([C:3]([F:6])([F:5])[F:4])=[O:2].[CH2:8]([O:15][N:16]1[C:22](=[O:23])[N:21]2[CH2:24][C@H:17]1[CH2:18][CH2:19][C@H:20]2[C:25]([NH:27][NH:28]C(OC(C)(C)C)=O)=[O:26])[C:9]1[CH:14]=[CH:13][CH:12]=[CH:11][CH:10]=1, predict the reaction product. The product is: [OH:7][C:1]([C:3]([F:6])([F:5])[F:4])=[O:2].[CH2:8]([O:15][N:16]1[C:22](=[O:23])[N:21]2[CH2:24][C@H:17]1[CH2:18][CH2:19][C@H:20]2[C:25]([NH:27][NH2:28])=[O:26])[C:9]1[CH:14]=[CH:13][CH:12]=[CH:11][CH:10]=1.